From a dataset of Full USPTO retrosynthesis dataset with 1.9M reactions from patents (1976-2016). Predict the reactants needed to synthesize the given product. (1) Given the product [CH:21]1([C:19]([NH:18][C@@H:17]2[C@H:13]3[O:12][CH2:11][C@H:10]([NH:9][C:6]([C:3]4[CH:4]=[CH:5][NH:1][CH:2]=4)=[O:8])[C@H:14]3[O:15][CH2:16]2)=[O:20])[CH2:22][CH2:23]1, predict the reactants needed to synthesize it. The reactants are: [NH:1]1[CH:5]=[CH:4][C:3]([C:6]([OH:8])=O)=[CH:2]1.[NH2:9][C@@H:10]1[C@H:14]2[O:15][CH2:16][C@H:17]([NH:18][C:19]([CH:21]3[CH2:23][CH2:22]3)=[O:20])[C@H:13]2[O:12][CH2:11]1. (2) Given the product [Br:5][C:6]1[N:11]=[C:10]([C:12]2[N:14]=[CH:19][C:20]3[CH2:21][O:22][CH2:23][CH2:24][C:25]=3[N:13]=2)[CH:9]=[CH:8][C:7]=1[CH3:15], predict the reactants needed to synthesize it. The reactants are: C[O-].[Na+].Cl.[Br:5][C:6]1[N:11]=[C:10]([C:12]([NH2:14])=[NH:13])[CH:9]=[CH:8][C:7]=1[CH3:15].CN([CH:19]=[C:20]1[C:25](=O)[CH2:24][CH2:23][O:22][CH2:21]1)C.